From a dataset of Forward reaction prediction with 1.9M reactions from USPTO patents (1976-2016). Predict the product of the given reaction. (1) Given the reactants [CH3:1][O:2][C:3]1[CH:4]=[C:5]([N:9]2[C:13]3[CH:14]=[CH:15][CH:16]=[CH:17][C:12]=3[NH:11][S:10]2(=[O:19])=[O:18])[CH:6]=[CH:7][CH:8]=1.C1(P(C2C=CC=CC=2)C2C=CC=CC=2)C=CC=CC=1.[Br:39][CH2:40][CH2:41][CH2:42]O.CC(OC(/N=N/C(OC(C)C)=O)=O)C, predict the reaction product. The product is: [Br:39][CH2:40][CH2:41][CH2:42][N:11]1[C:12]2[CH:17]=[CH:16][CH:15]=[CH:14][C:13]=2[N:9]([C:5]2[CH:6]=[CH:7][CH:8]=[C:3]([O:2][CH3:1])[CH:4]=2)[S:10]1(=[O:19])=[O:18]. (2) Given the reactants [F:1][C:2]([F:28])([F:27])[C:3]1[CH:8]=[CH:7][C:6]([C:9]2[C:10]([C:15]([NH:17][C:18]3[CH:19]=[C:20]([C:24]([OH:26])=O)[N:21]([CH3:23])[CH:22]=3)=[O:16])=[CH:11][CH:12]=[CH:13][CH:14]=2)=[CH:5][CH:4]=1.[Cl:29][C:30]1[CH:35]=[CH:34][C:33]([C@H:36]([NH2:38])[CH3:37])=[CH:32][CH:31]=1.CN(C(ON1N=NC2C=CC=CC1=2)=[N+](C)C)C.[B-](F)(F)(F)F.ClCl, predict the reaction product. The product is: [Cl:29][C:30]1[CH:35]=[CH:34][C:33]([C@@H:36]([NH:38][C:24]([C:20]2[N:21]([CH3:23])[CH:22]=[C:18]([NH:17][C:15]([C:10]3[C:9]([C:6]4[CH:7]=[CH:8][C:3]([C:2]([F:1])([F:27])[F:28])=[CH:4][CH:5]=4)=[CH:14][CH:13]=[CH:12][CH:11]=3)=[O:16])[CH:19]=2)=[O:26])[CH3:37])=[CH:32][CH:31]=1. (3) Given the reactants [CH3:1][O:2][C:3]1[C:4]([CH2:11]O)=[N:5][CH:6]=[CH:7][C:8]=1[O:9][CH3:10].S(Cl)([Cl:15])=O, predict the reaction product. The product is: [ClH:15].[Cl:15][CH2:11][C:4]1[C:3]([O:2][CH3:1])=[C:8]([O:9][CH3:10])[CH:7]=[CH:6][N:5]=1. (4) Given the reactants [CH:1]1[C:13]2[CH:12]([CH2:14][O:15][C:16]([NH:18][C@H:19]([C:23](O)=[O:24])[CH:20]([CH3:22])[CH3:21])=[O:17])[C:11]3[C:6](=[CH:7][CH:8]=[CH:9][CH:10]=3)[C:5]=2[CH:4]=[CH:3][CH:2]=1.ClC1N=C(OC)N=C(OC)N=1.CN1CCOCC1.Cl.[CH3:45][O:46][C@@H:47]([C@@H:56]([NH:61][CH3:62])[C@@H:57]([CH3:60])[CH2:58][CH3:59])[CH2:48][C:49]([O:51][C:52]([CH3:55])([CH3:54])[CH3:53])=[O:50], predict the reaction product. The product is: [CH:10]1[C:11]2[CH:12]([CH2:14][O:15][C:16]([NH:18][C@H:19]([C:23]([N:61]([CH3:62])[C@@H:56]([C@@H:57]([CH3:60])[CH2:58][CH3:59])[C@H:47]([O:46][CH3:45])[CH2:48][C:49]([O:51][C:52]([CH3:55])([CH3:54])[CH3:53])=[O:50])=[O:24])[CH:20]([CH3:21])[CH3:22])=[O:17])[C:13]3[C:5](=[CH:4][CH:3]=[CH:2][CH:1]=3)[C:6]=2[CH:7]=[CH:8][CH:9]=1. (5) Given the reactants C([N:8]1[C:12]([CH:13]([CH2:18][N+:19]([O-])=O)[CH2:14][CH:15]([CH3:17])[CH3:16])=[N:11][N:10]=[N:9]1)C1C=CC=CC=1.Cl, predict the reaction product. The product is: [CH3:16][CH:15]([CH3:17])[CH2:14][CH:13]([C:12]1[NH:8][N:9]=[N:10][N:11]=1)[CH2:18][NH2:19]. (6) The product is: [F:19][C:20]1[C:25]([O:59][CH3:56])=[CH:24][CH:23]=[C:22]([F:1])[C:21]=1[C:28]1[CH:33]=[CH:32][N:31]=[CH:30][C:29]=1[N:34]([CH3:51])[C:35](=[O:50])[C:36]1[CH:41]=[C:40]([C:42]([F:44])([F:43])[F:45])[CH:39]=[C:38]([S:46]([CH3:49])(=[O:47])=[O:48])[CH:37]=1. Given the reactants [F:1]C1C(OC)=CC=C(F)C=1C1C=CN=CC=1NC.[F:19][C:20]1[CH:25]=[CH:24][CH:23]=[C:22](OC)[C:21]=1[C:28]1[CH:33]=[CH:32][N:31]=[CH:30][C:29]=1[N:34]([CH2:51]C(F)(F)F)[C:35](=[O:50])[C:36]1[CH:41]=[C:40]([C:42]([F:45])([F:44])[F:43])[CH:39]=[C:38]([S:46]([CH3:49])(=[O:48])=[O:47])[CH:37]=1.[C:56]([O-:59])(=O)C.[NH4+].C(#N)C, predict the reaction product. (7) The product is: [C:1]([N:8]1[CH2:13][CH2:12][C@@H:11]([NH:14][S:15]([CH2:18][CH3:19])(=[O:17])=[O:16])[C@H:10]([CH2:20][O:21][C:22]2[CH:27]=[CH:26][C:25]([N:28]3[CH:32]=[CH:31][CH:30]=[N:29]3)=[CH:24][CH:23]=2)[CH2:9]1)(=[O:35])[CH3:2]. Given the reactants [CH2:1]([N:8]1[CH2:13][CH2:12][C@@H:11]([NH:14][S:15]([CH2:18][CH3:19])(=[O:17])=[O:16])[C@H:10]([CH2:20][O:21][C:22]2[CH:27]=[CH:26][C:25]([N:28]3[CH:32]=[CH:31][CH:30]=[N:29]3)=[CH:24][CH:23]=2)[CH2:9]1)[C:2]1C=CC=CC=1.CC(O)=[O:35], predict the reaction product. (8) Given the reactants Cl[C:2]1[CH:7]=[C:6]([C:8]#[N:9])[CH:5]=[CH:4][N:3]=1.C([O:13][CH2:14][CH3:15])(=O)C.O, predict the reaction product. The product is: [CH2:14]([O:13][C:2]1[CH:7]=[C:6]([CH:5]=[CH:4][N:3]=1)[C:8]#[N:9])[C:15]1[CH:2]=[CH:7][CH:6]=[CH:5][CH:4]=1. (9) Given the reactants [CH3:1][O:2][C:3](=[O:33])[C:4]1[CH:9]=[C:8]([O:10][C:11]2[CH:16]=[CH:15][C:14]([NH2:17])=[C:13]([NH:18][CH2:19][CH2:20][CH3:21])[CH:12]=2)[CH:7]=[CH:6][C:5]=1[NH:22][S:23]([C:26]1[CH:31]=[CH:30][C:29]([CH3:32])=[CH:28][CH:27]=1)(=[O:25])=[O:24].[C:34]1([CH3:44])[CH:39]=[CH:38][C:37]([S:40](Cl)(=[O:42])=[O:41])=[CH:36][CH:35]=1.N1C=CC=CC=1, predict the reaction product. The product is: [CH3:1][O:2][C:3](=[O:33])[C:4]1[CH:9]=[C:8]([O:10][C:11]2[CH:16]=[CH:15][C:14]([NH:17][S:40]([C:37]3[CH:38]=[CH:39][C:34]([CH3:44])=[CH:35][CH:36]=3)(=[O:42])=[O:41])=[C:13]([NH:18][CH2:19][CH2:20][CH3:21])[CH:12]=2)[CH:7]=[CH:6][C:5]=1[NH:22][S:23]([C:26]1[CH:27]=[CH:28][C:29]([CH3:32])=[CH:30][CH:31]=1)(=[O:25])=[O:24]. (10) Given the reactants [C:1]([OH:12])(=O)[C:2]1[CH:10]=[CH:9][C:5]([C:6]([OH:8])=O)=[CH:4][CH:3]=1.[NH2:13][CH2:14][CH2:15][O:16][CH2:17][CH2:18][O:19][CH2:20][CH2:21][NH:22][S:23]([C:26]1[CH:31]=[CH:30][CH:29]=[C:28]([CH:32]2[C:41]3[C:36](=[C:37]([Cl:43])[CH:38]=[C:39]([Cl:42])[CH:40]=3)[CH2:35][N:34]([CH3:44])[CH2:33]2)[CH:27]=1)(=[O:25])=[O:24], predict the reaction product. The product is: [Cl:42][C:39]1[CH:40]=[C:41]2[C:36](=[C:37]([Cl:43])[CH:38]=1)[CH2:35][N:34]([CH3:44])[CH2:33][CH:32]2[C:28]1[CH:27]=[C:26]([S:23]([NH:22][CH2:21][CH2:20][O:19][CH2:18][CH2:17][O:16][CH2:15][CH2:14][NH:13][C:6](=[O:8])[C:5]2[CH:4]=[CH:3][C:2]([C:1]([NH:13][CH2:14][CH2:15][O:16][CH2:17][CH2:18][O:19][CH2:20][CH2:21][NH:22][S:23]([C:26]3[CH:31]=[CH:30][CH:29]=[C:28]([CH:32]4[C:41]5[C:36](=[C:37]([Cl:43])[CH:38]=[C:39]([Cl:42])[CH:40]=5)[CH2:35][N:34]([CH3:44])[CH2:33]4)[CH:27]=3)(=[O:25])=[O:24])=[O:12])=[CH:10][CH:9]=2)(=[O:25])=[O:24])[CH:31]=[CH:30][CH:29]=1.